This data is from Full USPTO retrosynthesis dataset with 1.9M reactions from patents (1976-2016). The task is: Predict the reactants needed to synthesize the given product. (1) Given the product [Cl:21][C:15]1[CH:14]=[C:13]([CH3:18])[N:12]=[C:11](/[CH:10]=[CH:9]/[C:4]2[CH:5]=[CH:6][C:7]([Cl:8])=[C:2]([Cl:1])[CH:3]=2)[N:16]=1, predict the reactants needed to synthesize it. The reactants are: [Cl:1][C:2]1[CH:3]=[C:4](/[CH:9]=[CH:10]/[C:11]2[N:16]=[C:15](O)[CH:14]=[C:13]([CH3:18])[N:12]=2)[CH:5]=[CH:6][C:7]=1[Cl:8].O=P(Cl)(Cl)[Cl:21]. (2) Given the product [CH3:1][C:2]1[CH:7]=[CH:6][C:5]([C:8]2[C:9]([C:16]3[CH:21]=[CH:20][C:19]([CH3:22])=[CH:18][CH:17]=3)=[C:10]([CH2:14][N:27]3[CH2:32][CH2:31][CH2:30][CH2:29][CH2:28]3)[CH:11]=[CH:12][CH:13]=2)=[CH:4][CH:3]=1, predict the reactants needed to synthesize it. The reactants are: [CH3:1][C:2]1[CH:7]=[CH:6][C:5]([C:8]2[C:9]([C:16]3[CH:21]=[CH:20][C:19]([CH3:22])=[CH:18][CH:17]=3)=[C:10]([CH2:14]O)[CH:11]=[CH:12][CH:13]=2)=[CH:4][CH:3]=1.S(Cl)(Cl)=O.[NH:27]1[CH2:32][CH2:31][CH2:30][CH2:29][CH2:28]1. (3) Given the product [OH:6][CH2:5][C:4]#[C:3][CH2:2][NH:1][C:19](=[O:20])[C:18]1[CH:22]=[CH:23][C:15]([S:14][C:13]([F:25])([F:12])[F:24])=[CH:16][CH:17]=1, predict the reactants needed to synthesize it. The reactants are: [NH2:1][CH2:2][C:3]#[C:4][CH2:5][OH:6].C(=O)(O)[O-].[Na+].[F:12][C:13]([F:25])([F:24])[S:14][C:15]1[CH:23]=[CH:22][C:18]([C:19](Cl)=[O:20])=[CH:17][CH:16]=1.CCN(CC)CC. (4) Given the product [F:26][C:2]([F:25])([F:1])[C:3]1[N:8]2[N:9]=[CH:10][C:11]([C:12]3[O:14][N:30]=[C:29]([C:31]4[S:32][C:33]([S:36]([NH2:37])(=[O:39])=[O:38])=[CH:34][CH:35]=4)[N:28]=3)=[C:7]2[N:6]=[C:5]([C:15]2[CH:16]=[CH:17][C:18]([C:21]([F:22])([F:23])[F:24])=[CH:19][CH:20]=2)[CH:4]=1, predict the reactants needed to synthesize it. The reactants are: [F:1][C:2]([F:26])([F:25])[C:3]1[N:8]2[N:9]=[CH:10][C:11]([C:12]([OH:14])=O)=[C:7]2[N:6]=[C:5]([C:15]2[CH:20]=[CH:19][C:18]([C:21]([F:24])([F:23])[F:22])=[CH:17][CH:16]=2)[CH:4]=1.O[NH:28][C:29]([C:31]1[S:32][C:33]([S:36](=[O:39])(=[O:38])[NH2:37])=[CH:34][CH:35]=1)=[NH:30]. (5) Given the product [O:16]1[C:17]2[C:22](=[CH:21][CH:20]=[CH:19][CH:18]=2)[CH:23]=[C:14]([C:13]2[CH:29]=[CH:30][CH:10]=[CH:11][CH:12]=2)[CH2:15]1, predict the reactants needed to synthesize it. The reactants are: N1C=CN=C1.C(O[C:10]1[CH:30]=[CH:29][C:13]([C:14]2[CH2:15][O:16][C:17]3[C:22]([CH:23]=2)=[CH:21][CH:20]=[C:19](OC(=O)C)[C:18]=3C)=[CH:12][CH:11]=1)(=O)C. (6) Given the product [Cl:1][C:2]1[CH:10]=[C:9]2[C:5]([C:6]([C:15]([N:17]3[CH2:18][CH2:19][N:20]([C:23]4[CH:28]=[CH:27][CH:26]=[CH:25][C:24]=4[O:29][CH3:30])[CH2:21][CH2:22]3)=[O:16])=[CH:7][N:8]2[CH2:11][C:12]([NH:35][CH2:34][CH2:33][N:32]([CH3:36])[CH3:31])=[O:14])=[CH:4][CH:3]=1, predict the reactants needed to synthesize it. The reactants are: [Cl:1][C:2]1[CH:10]=[C:9]2[C:5]([C:6]([C:15]([N:17]3[CH2:22][CH2:21][N:20]([C:23]4[CH:28]=[CH:27][CH:26]=[CH:25][C:24]=4[O:29][CH3:30])[CH2:19][CH2:18]3)=[O:16])=[CH:7][N:8]2[CH2:11][C:12]([OH:14])=O)=[CH:4][CH:3]=1.[CH3:31][N:32]([CH3:36])[CH2:33][CH2:34][NH2:35].